Dataset: Full USPTO retrosynthesis dataset with 1.9M reactions from patents (1976-2016). Task: Predict the reactants needed to synthesize the given product. (1) Given the product [Cl:11][C:8]1[CH:9]=[C:10]2[C:5](=[CH:6][CH:7]=1)[NH:4][C:3](=[O:12])[C:2]2([NH:28][C:29]([CH3:36])([CH3:35])[C:30]([N:32]([CH3:34])[CH3:33])=[O:31])[C:13]1[CH:18]=[CH:17][CH:16]=[CH:15][C:14]=1[O:19][CH3:20], predict the reactants needed to synthesize it. The reactants are: Cl[C:2]1([C:13]2[CH:18]=[CH:17][CH:16]=[CH:15][C:14]=2[O:19][CH3:20])[C:10]2[C:5](=[CH:6][CH:7]=[C:8]([Cl:11])[CH:9]=2)[NH:4][C:3]1=[O:12].FC(F)(F)C(O)=O.[NH2:28][C:29]([CH3:36])([CH3:35])[C:30]([N:32]([CH3:34])[CH3:33])=[O:31]. (2) Given the product [NH:14]1[CH2:15][CH2:16][C@@H:12]([C:9]2([NH2:8])[CH2:11][CH2:10]2)[CH2:13]1, predict the reactants needed to synthesize it. The reactants are: C([N:8](CC1C=CC=CC=1)[C:9]1([CH:12]2[CH2:16][CH2:15][N:14](C(C3C=CC=CC=3)C)[CH2:13]2)[CH2:11][CH2:10]1)C1C=CC=CC=1. (3) Given the product [Br:20][C:21]1[C:22]([O:34][CH3:35])=[CH:23][C:24]([C:29]2[O:30][C:31]([C:4](=[O:18])[CH:5]([O:16][CH3:17])[C:6]3[CH:15]=[CH:14][C:9]4[N:10]([CH3:13])[N:11]=[N:12][C:8]=4[CH:7]=3)=[CH:32][CH:33]=2)=[CH:25][C:26]=1[O:27][CH3:28], predict the reactants needed to synthesize it. The reactants are: CON(C)[C:4](=[O:18])[CH:5]([O:16][CH3:17])[C:6]1[CH:15]=[CH:14][C:9]2[N:10]([CH3:13])[N:11]=[N:12][C:8]=2[CH:7]=1.[Br:20][C:21]1[C:26]([O:27][CH3:28])=[CH:25][C:24]([C:29]2[O:30][CH:31]=[CH:32][CH:33]=2)=[CH:23][C:22]=1[O:34][CH3:35]. (4) Given the product [C:16]1([C@@H:22]([N@@:24]2[CH2:26][CH:25]2[C:27]([O:29][CH3:30])=[O:28])[CH3:23])[CH:17]=[CH:18][CH:19]=[CH:20][CH:21]=1.[C:16]1([C@@H:22]([N@:24]2[CH2:26][CH:25]2[C:27]([O:29][CH3:30])=[O:28])[CH3:23])[CH:17]=[CH:18][CH:19]=[CH:20][CH:21]=1, predict the reactants needed to synthesize it. The reactants are: BrC(CBr)C(OC)=O.C(N(CC)CC)C.[C:16]1([C@@H:22]([N@:24]2[CH2:26][CH:25]2[C:27]([O:29][CH3:30])=[O:28])[CH3:23])[CH:21]=[CH:20][CH:19]=[CH:18][CH:17]=1. (5) Given the product [Br:27][CH2:22][CH2:21][O:20][C:16]1[C:17]([CH3:19])=[CH:18][C:13]([C:6]2[NH:5][C:4](=[O:25])[C:3]3[C:8](=[CH:9][C:10]([Cl:12])=[CH:11][C:2]=3[Cl:1])[N:7]=2)=[CH:14][C:15]=1[CH3:24], predict the reactants needed to synthesize it. The reactants are: [Cl:1][C:2]1[CH:11]=[C:10]([Cl:12])[CH:9]=[C:8]2[C:3]=1[C:4](=[O:25])[NH:5][C:6]([C:13]1[CH:18]=[C:17]([CH3:19])[C:16]([O:20][CH2:21][CH2:22]O)=[C:15]([CH3:24])[CH:14]=1)=[N:7]2.C(Br)(Br)(Br)[Br:27].C1(P(C2C=CC=CC=2)C2C=CC=CC=2)C=CC=CC=1.